From a dataset of Reaction yield outcomes from USPTO patents with 853,638 reactions. Predict the reaction yield, written as a fraction of the theoretical maximum amount of product (1.0 means a 100% yield; for example, 0.34 means a 34% yield). (1) The reactants are Br[C:2]1[CH:7]=[CH:6][CH:5]=[CH:4][CH:3]=1.Cl[C:9]1[C:14]2[N:15]=[CH:16][O:17][C:13]=2[CH:12]=[CH:11][CH:10]=1. The catalyst is C1COCC1.[Cl-].[Zn+2].[Cl-].[Pd].C1C=CC([P]([Pd]([P](C2C=CC=CC=2)(C2C=CC=CC=2)C2C=CC=CC=2)([P](C2C=CC=CC=2)(C2C=CC=CC=2)C2C=CC=CC=2)[P](C2C=CC=CC=2)(C2C=CC=CC=2)C2C=CC=CC=2)(C2C=CC=CC=2)C2C=CC=CC=2)=CC=1. The product is [C:2]1([C:9]2[C:14]3[N:15]=[CH:16][O:17][C:13]=3[CH:12]=[CH:11][CH:10]=2)[CH:7]=[CH:6][CH:5]=[CH:4][CH:3]=1. The yield is 0.890. (2) The reactants are [CH3:1][C:2]1[NH:3][CH:4]=[CH:5][C:6]=1[C:7]([O:9][CH2:10][CH3:11])=[O:8].[H-].[Na+].Cl[Si:15]([CH:22]([CH3:24])[CH3:23])([CH:19]([CH3:21])[CH3:20])[CH:16]([CH3:18])[CH3:17]. The catalyst is O1CCCC1. The product is [CH3:1][C:2]1[N:3]([Si:15]([CH:22]([CH3:24])[CH3:23])([CH:19]([CH3:21])[CH3:20])[CH:16]([CH3:18])[CH3:17])[CH:4]=[CH:5][C:6]=1[C:7]([O:9][CH2:10][CH3:11])=[O:8]. The yield is 0.910. (3) The reactants are [NH2:1][C:2]1[C:3]([C:9]([NH:11][C:12]2[CH:17]=[CH:16][CH:15]=[CH:14][CH:13]=2)=[O:10])=[N:4][C:5](Br)=[CH:6][N:7]=1.B([C:21]1[CH:29]=[CH:28][C:24]([C:25]([OH:27])=[O:26])=[CH:23][CH:22]=1)(O)O.C([O-])([O-])=O.[Na+].[Na+].N#N. The catalyst is CC#N.C1C=CC([P]([Pd]([P](C2C=CC=CC=2)(C2C=CC=CC=2)C2C=CC=CC=2)([P](C2C=CC=CC=2)(C2C=CC=CC=2)C2C=CC=CC=2)[P](C2C=CC=CC=2)(C2C=CC=CC=2)C2C=CC=CC=2)(C2C=CC=CC=2)C2C=CC=CC=2)=CC=1.O. The product is [NH2:1][C:2]1[N:7]=[CH:6][C:5]([C:21]2[CH:29]=[CH:28][C:24]([C:25]([OH:27])=[O:26])=[CH:23][CH:22]=2)=[N:4][C:3]=1[C:9](=[O:10])[NH:11][C:12]1[CH:17]=[CH:16][CH:15]=[CH:14][CH:13]=1. The yield is 0.690. (4) The yield is 0.920. The reactants are [CH2:1]([O:3][C:4]1[CH:5]=[C:6]([CH:22]=[CH:23][CH:24]=1)[O:7][CH2:8][C:9]([NH:11][C:12]1[CH:17]=[CH:16][C:15]([OH:18])=[CH:14][C:13]=1[N+:19]([O-])=O)=[O:10])[CH3:2]. The product is [NH2:19][C:13]1[CH:14]=[C:15]([OH:18])[CH:16]=[CH:17][C:12]=1[NH:11][C:9](=[O:10])[CH2:8][O:7][C:6]1[CH:22]=[CH:23][CH:24]=[C:4]([O:3][CH2:1][CH3:2])[CH:5]=1. The catalyst is [Pd].C1COCC1. (5) The reactants are [CH3:1][C@:2]12[C:10]([C:11]3([CH:14]=[CH:15][CH2:16][C:17]([OH:20])([CH3:19])[CH3:18])[CH2:13][CH2:12]3)=[CH:9][CH2:8][C@H:7]1[C@@H:6]([OH:21])[CH2:5][CH2:4][CH2:3]2.[Cr](O[Cr]([O-])(=O)=O)([O-])(=O)=O.[NH+]1C=CC=CC=1.[NH+]1C=CC=CC=1. The catalyst is ClCCl. The product is [CH3:1][C@:2]12[C:10]([C:11]3([CH:14]=[CH:15][CH2:16][C:17]([OH:20])([CH3:18])[CH3:19])[CH2:13][CH2:12]3)=[CH:9][CH2:8][C@H:7]1[C:6](=[O:21])[CH2:5][CH2:4][CH2:3]2. The yield is 0.980. (6) The reactants are [CH2:1]([O:8][C:9]1[CH:10]=[C:11]([CH:22]=[CH:23][C:24]=1[O:25][CH3:26])[C:12]([O:14][CH2:15][C:16]1[CH:21]=[CH:20][CH:19]=[CH:18][CH:17]=1)=[O:13])[C:2]1[CH:7]=[CH:6][CH:5]=[CH:4][CH:3]=1.[N+:27]([O-])([OH:29])=[O:28].[OH-].[Na+].C([O-])(O)=O.[Na+]. The catalyst is CC(OC(C)=O)=O. The product is [CH2:1]([O:8][C:9]1[C:24]([O:25][CH3:26])=[CH:23][C:22]([N+:27]([O-:29])=[O:28])=[C:11]([CH:10]=1)[C:12]([O:14][CH2:15][C:16]1[CH:17]=[CH:18][CH:19]=[CH:20][CH:21]=1)=[O:13])[C:2]1[CH:7]=[CH:6][CH:5]=[CH:4][CH:3]=1. The yield is 0.930.